This data is from Full USPTO retrosynthesis dataset with 1.9M reactions from patents (1976-2016). The task is: Predict the reactants needed to synthesize the given product. (1) Given the product [CH3:11][C:12]1[CH:16]=[CH:15][O:14][C:13]=1[CH:30]=[C:29]1[C:28]2[C:6](=[CH:24][CH:25]=[CH:26][CH:27]=2)[NH:7][C:9]1=[O:10], predict the reactants needed to synthesize it. The reactants are: O=P(Cl)(Cl)Cl.[CH3:6][N:7]([CH:9]=[O:10])C.[CH3:11][C:12]1[CH:16]=[CH:15][O:14][CH:13]=1.C([O-])([O-])=O.[Na+].[Na+].N1C2[C:26](=[CH:27][CH:28]=[CH:29][CH:30]=2)[CH2:25][C:24]1=O.N1CCCCC1. (2) Given the product [F:1][C:2]1[CH:10]=[C:9]([N+:11]([O-:13])=[O:12])[CH:8]=[CH:7][C:3]=1[CH:4]=[O:5], predict the reactants needed to synthesize it. The reactants are: [F:1][C:2]1[CH:10]=[C:9]([N+:11]([O-:13])=[O:12])[CH:8]=[CH:7][C:3]=1[C:4](O)=[O:5].[BH4-].[Na+].[Cl-].[NH4+].O. (3) Given the product [CH:36]1[C:35]2[CH:4]([CH2:1][O:5][C:6]([N:8]3[CH2:13][CH2:12][CH:11]([CH3:14])[CH:10]([C:15]([OH:17])=[O:16])[CH2:9]3)=[O:7])[C:28]3[C:33](=[CH:32][CH:31]=[CH:30][CH:29]=3)[C:34]=2[CH:39]=[CH:38][CH:37]=1, predict the reactants needed to synthesize it. The reactants are: [C:1]([O:5][C:6]([N:8]1[CH2:13][CH2:12][CH:11]([CH3:14])[CH:10]([C:15]([OH:17])=[O:16])[CH2:9]1)=[O:7])([CH3:4])(C)C.Cl.C([O-])(O)=O.[Na+].C(=O)(ON1C(=O)CCC1=O)OCC1[C:39]2[CH:38]=[CH:37][CH:36]=[CH:35][C:34]=2[C:33]2[C:28]1=[CH:29][CH:30]=[CH:31][CH:32]=2.